From a dataset of Reaction yield outcomes from USPTO patents with 853,638 reactions. Predict the reaction yield, written as a fraction of the theoretical maximum amount of product (1.0 means a 100% yield; for example, 0.34 means a 34% yield). (1) The reactants are [O:1]1[CH2:5][CH2:4][C@@H:3]([OH:6])[CH2:2]1.[H-].[Na+].CC1C=CC(S(O[CH2:20][CH2:21][O:22][C:23]2[CH:28]=[CH:27][C:26]([CH2:29][C:30]3[CH:35]=[C:34]([Br:36])[CH:33]=[CH:32][C:31]=3[Cl:37])=[CH:25][CH:24]=2)(=O)=O)=CC=1. The catalyst is O1CCCC1. The product is [Br:36][C:34]1[CH:33]=[CH:32][C:31]([Cl:37])=[C:30]([CH:35]=1)[CH2:29][C:26]1[CH:25]=[CH:24][C:23]([O:22][CH2:21][CH2:20][O:6][C@H:3]2[CH2:4][CH2:5][O:1][CH2:2]2)=[CH:28][CH:27]=1. The yield is 0.800. (2) The reactants are [N+:1]([C:4]1[CH:12]=[CH:11][C:7]([C:8](Cl)=[O:9])=[CH:6][CH:5]=1)([O-:3])=[O:2].[CH:13]1[C:25]2[CH:24]([CH2:26][O:27][C:28]([NH:30][CH2:31][CH2:32][OH:33])=[O:29])[C:23]3[C:18](=[CH:19][CH:20]=[CH:21][CH:22]=3)[C:17]=2[CH:16]=[CH:15][CH:14]=1.C(N(CC)CC)C. The catalyst is C(Cl)Cl. The product is [N+:1]([C:4]1[CH:12]=[CH:11][C:7]([C:8]([O:33][CH2:32][CH2:31][NH:30][C:28]([O:27][CH2:26][CH:24]2[C:23]3[CH:22]=[CH:21][CH:20]=[CH:19][C:18]=3[C:17]3[C:25]2=[CH:13][CH:14]=[CH:15][CH:16]=3)=[O:29])=[O:9])=[CH:6][CH:5]=1)([O-:3])=[O:2]. The yield is 0.790. (3) The reactants are [Br:1][C:2]1[CH:3]=[CH:4][CH:5]=[C:6]2[C:11]=1[N:10]=[CH:9][CH:8]=[C:7]2[CH:12]=[O:13].P(O)(O)([O-])=[O:15].[Na+].Cl([O-])=O.[Na+].[O-]S([O-])(=S)=O.[Na+].[Na+]. The catalyst is C1COCC1.O. The product is [Br:1][C:2]1[CH:3]=[CH:4][CH:5]=[C:6]2[C:11]=1[N:10]=[CH:9][CH:8]=[C:7]2[C:12]([OH:15])=[O:13]. The yield is 0.940. (4) The reactants are [Cl:1][C:2]1[CH:7]=[CH:6][C:5]([CH:8]2[CH2:17][CH2:16][N:15]3[C:10](=[N:11][N:12]4[C:21]([CH:22]5[CH2:27][CH2:26][N:25](C(OC(C)(C)C)=O)[CH2:24][CH2:23]5)=[N:20][CH:19]=[C:13]4[C:14]3=[O:18])[NH:9]2)=[CH:4][CH:3]=1. The catalyst is Cl.O1CCOCC1. The product is [Cl:1][C:2]1[CH:7]=[CH:6][C:5]([CH:8]2[CH2:17][CH2:16][N:15]3[C:10](=[N:11][N:12]4[C:21]([CH:22]5[CH2:27][CH2:26][NH:25][CH2:24][CH2:23]5)=[N:20][CH:19]=[C:13]4[C:14]3=[O:18])[NH:9]2)=[CH:4][CH:3]=1. The yield is 0.530. (5) The reactants are [CH3:1][N:2]1[C:7](=[O:8])[C:6]2[CH:9]=[C:10]([C:12]3[CH:17]=[C:16]([S:18]([N:21]4[CH2:26][CH2:25][NH:24][CH2:23][CH2:22]4)(=[O:20])=[O:19])[CH:15]=[CH:14][C:13]=3[O:27][CH2:28][CH2:29][CH3:30])[NH:11][C:5]=2[N:4]([CH2:31][CH2:32][CH3:33])[C:3]1=[O:34].[CH:35](=O)[CH2:36][CH3:37].[Na]. The catalyst is CO.C(O)(=O)C. The product is [CH3:1][N:2]1[C:7](=[O:8])[C:6]2[CH:9]=[C:10]([C:12]3[CH:17]=[C:16]([S:18]([N:21]4[CH2:26][CH2:25][N:24]([CH2:35][CH2:36][CH3:37])[CH2:23][CH2:22]4)(=[O:20])=[O:19])[CH:15]=[CH:14][C:13]=3[O:27][CH2:28][CH2:29][CH3:30])[NH:11][C:5]=2[N:4]([CH2:31][CH2:32][CH3:33])[C:3]1=[O:34]. The yield is 0.720. (6) The reactants are [SH:1][C@@H:2]([CH2:6][CH2:7][CH2:8][CH3:9])[CH2:3][CH2:4][OH:5].[C:10](Cl)(=[O:12])[CH3:11]. The catalyst is C(Cl)Cl.[Cl-].[Na+].O. The product is [C:10]([O:5][CH2:4][CH2:3][CH:2]([SH:1])[CH2:6][CH2:7][CH2:8][CH3:9])(=[O:12])[CH3:11]. The yield is 0.720. (7) The reactants are [O-]P([O-])([O-])=O.[K+].[K+].[K+].[CH2:9]([NH2:16])[C:10]1[CH:15]=[CH:14][CH:13]=[CH:12][CH:11]=1.I[C:18]1[CH:23]=[CH:22][C:21]([O:24][CH3:25])=[CH:20][CH:19]=1.C(O)CO. The catalyst is [Cu]I.CCCCCC.C(OCC)(=O)C.CC(O)C. The yield is 0.900. The product is [CH2:9]([NH:16][C:18]1[CH:23]=[CH:22][C:21]([O:24][CH3:25])=[CH:20][CH:19]=1)[C:10]1[CH:15]=[CH:14][CH:13]=[CH:12][CH:11]=1. (8) The reactants are [CH2:1]([O:7][C:8]1[CH:13]=[C:12]([O:14][CH3:15])[CH:11]=[CH:10][C:9]=1[S:16]([OH:19])(=O)=[O:17])[CH2:2][CH2:3][CH2:4][CH:5]=[CH2:6].S(Cl)([Cl:22])=O. The catalyst is N1C=CC=CC=1. The product is [CH2:1]([O:7][C:8]1[CH:13]=[C:12]([O:14][CH3:15])[CH:11]=[CH:10][C:9]=1[S:16]([Cl:22])(=[O:19])=[O:17])[CH2:2][CH2:3][CH2:4][CH:5]=[CH2:6]. The yield is 0.500. (9) The reactants are [F:1][C:2]1[CH:3]=[C:4]([CH:7]=[CH:8][C:9]=1F)[CH:5]=[O:6].[OH:11][C:12]1[CH:13]=[C:14]([C:18]([F:21])([F:20])[F:19])[CH:15]=[CH:16][CH:17]=1.C(=O)([O-])[O-].[K+].[K+].O. The catalyst is CN1C(=O)CCC1. The product is [F:1][C:2]1[CH:3]=[C:4]([CH:7]=[CH:8][C:9]=1[O:11][C:12]1[CH:17]=[CH:16][CH:15]=[C:14]([C:18]([F:19])([F:20])[F:21])[CH:13]=1)[CH:5]=[O:6]. The yield is 1.00.